Task: Regression/Classification. Given a drug SMILES string, predict its absorption, distribution, metabolism, or excretion properties. Task type varies by dataset: regression for continuous measurements (e.g., permeability, clearance, half-life) or binary classification for categorical outcomes (e.g., BBB penetration, CYP inhibition). Dataset: bbb_martins.. Dataset: Blood-brain barrier penetration binary classification data from Martins et al. (1) The drug is NCCn1ncc2cc(Cl)c(Cl)cc21. The result is 1 (penetrates BBB). (2) The molecule is COC1=CC(=O)OC1C(O)c1ccccc1Cl. The result is 1 (penetrates BBB). (3) The molecule is Cc1ccc2c(c1)[C@]13CCCC[C@@H]1[C@H](C2)N(C)CC3. The result is 1 (penetrates BBB). (4) The compound is CN(C)CCC=C1c2ccccc2CCc2ccccc21. The result is 1 (penetrates BBB). (5) The result is 1 (penetrates BBB). The drug is CN(C)C(=O)CCNc1ccc(Br)cc1. (6) The compound is C[C@H]1c2ccccc2[C@@H](CCCN(C)C)c2cc(C(F)(F)F)ccc21. The result is 1 (penetrates BBB). (7) The drug is CC1(C)S[C@@H]2[C@H](NC(=O)C3(N)CCCCC3)C(=O)N2[C@H]1C(=O)O. The result is 0 (does not penetrate BBB). (8) The drug is CCCCNc1c(C(=O)OCC)cnc2c1cnn2CC. The result is 1 (penetrates BBB). (9) The compound is CN(C(=O)C(c1ccccc1)c1ccccc1)[C@H](CN1CC[C@H](O)C1)c1ccccc1. The result is 1 (penetrates BBB).